Dataset: Forward reaction prediction with 1.9M reactions from USPTO patents (1976-2016). Task: Predict the product of the given reaction. (1) Given the reactants [N:1]1([CH2:7][C:8]2[CH:22]=[CH:21][C:11]3[NH:12][C:13]([C:15]4[C:19]([NH2:20])=[CH:18][NH:17][N:16]=4)=[N:14][C:10]=3[CH:9]=2)[CH2:6][CH2:5][O:4][CH2:3][CH2:2]1.[F:23][C:24]1[CH:29]=[C:28]([F:30])[CH:27]=[CH:26][C:25]=1N=C=O.CC[N:36]([CH2:39]C)CC.CC([OH:44])C, predict the reaction product. The product is: [F:23][C:24]1[CH:25]=[CH:26][CH:27]=[C:28]([F:30])[C:29]=1[N:20]([C:19]1[C:15]([C:13]2[NH:12][C:11]3[CH:21]=[CH:22][C:8]([CH2:7][N:1]4[CH2:6][CH2:5][O:4][CH2:3][CH2:2]4)=[CH:9][C:10]=3[N:14]=2)=[N:16][NH:17][CH:18]=1)[C:39]([NH2:36])=[O:44]. (2) Given the reactants [CH3:1][C:2]1[CH:11]=[C:10]([CH2:12][O:13][C:14]2[CH:19]=[CH:18][C:17]([NH2:20])=[CH:16][CH:15]=2)[C:9]2[C:4](=[CH:5][CH:6]=[CH:7][CH:8]=2)[N:3]=1.Cl.[C:22]([O:26][C:27]([C@H:29]1[CH2:36][C:33]2([CH2:35][CH2:34]2)[CH2:32][NH:31][C@@H:30]1[C:37](O)=[O:38])=[O:28])([CH3:25])([CH3:24])[CH3:23].F[P-](F)(F)(F)(F)F.N1(O[P+](N(C)C)(N(C)C)N(C)C)C2C=CC=CC=2N=N1.C(N(C(C)C)CC)(C)C, predict the reaction product. The product is: [CH3:1][C:2]1[CH:11]=[C:10]([CH2:12][O:13][C:14]2[CH:15]=[CH:16][C:17]([NH:20][C:37]([C@@H:30]3[C@@H:29]([C:27]([O:26][C:22]([CH3:25])([CH3:24])[CH3:23])=[O:28])[CH2:36][C:33]4([CH2:34][CH2:35]4)[CH2:32][NH:31]3)=[O:38])=[CH:18][CH:19]=2)[C:9]2[C:4](=[CH:5][CH:6]=[CH:7][CH:8]=2)[N:3]=1. (3) Given the reactants [F:1][C:2]1[CH:7]=[CH:6][CH:5]=[C:4]([CH:8]=O)[C:3]=1[N:10]1[CH:14]=[C:13]([C:15]([O:17][CH2:18][CH3:19])=[O:16])[C:12]([CH3:20])=[N:11]1.[NH:21]1[CH2:26][CH2:25][O:24][CH2:23][CH2:22]1, predict the reaction product. The product is: [F:1][C:2]1[CH:7]=[CH:6][CH:5]=[C:4]([CH2:8][N:21]2[CH2:26][CH2:25][O:24][CH2:23][CH2:22]2)[C:3]=1[N:10]1[CH:14]=[C:13]([C:15]([O:17][CH2:18][CH3:19])=[O:16])[C:12]([CH3:20])=[N:11]1. (4) The product is: [Br:10][C:11]1[CH:16]=[CH:15][CH:14]=[C:13]2[C:12]=1[CH2:22][CH:21]=[C:20]2[C:19]1[CH:23]=[CH:24][CH:25]=[CH:26][CH:18]=1. Given the reactants C1([Mg]Br)C=CC=CC=1.[Mg].[Br:10][C:11]1[CH:16]=[CH:15][CH:14]=[CH:13][CH:12]=1.Br[C:18]1[CH:26]=[CH:25][CH:24]=[C:23]2[C:19]=1[CH2:20][CH2:21][C:22]2=O.Cl, predict the reaction product. (5) Given the reactants FC1C=CC=CC=1NC(=S)NC1C=CC(C2C=C3C(CN([C@@H](C(C)C)C(O)=O)C3=O)=CC=2)=CC=1.[CH3:35][O:36][C:37]1[CH:38]=[C:39]([NH:43][C:44](=[S:70])[NH:45][C:46]2[CH:51]=[CH:50][C:49]([C:52]3[CH:60]=[C:59]4[C:55]([CH2:56][N:57]([C@@H:62]([CH:67]([CH3:69])[CH3:68])[C:63]([O:65]C)=[O:64])[C:58]4=[O:61])=[CH:54][CH:53]=3)=[CH:48][CH:47]=2)[CH:40]=[CH:41][CH:42]=1, predict the reaction product. The product is: [CH3:35][O:36][C:37]1[CH:38]=[C:39]([NH:43][C:44](=[S:70])[NH:45][C:46]2[CH:47]=[CH:48][C:49]([C:52]3[CH:60]=[C:59]4[C:55]([CH2:56][N:57]([C@@H:62]([CH:67]([CH3:68])[CH3:69])[C:63]([OH:65])=[O:64])[C:58]4=[O:61])=[CH:54][CH:53]=3)=[CH:50][CH:51]=2)[CH:40]=[CH:41][CH:42]=1.